Dataset: Full USPTO retrosynthesis dataset with 1.9M reactions from patents (1976-2016). Task: Predict the reactants needed to synthesize the given product. (1) Given the product [Cl:32][C:33]1[CH:34]=[CH:35][C:36]([C:39]2[C:40](=[O:49])[N:41]([CH2:2][C:3]([NH:5][C:6]3[CH:11]=[CH:10][CH:9]=[CH:8][C:7]=3[O:12][CH3:13])=[O:4])[C:42]3([CH2:48][CH2:47][CH2:46][CH2:45][CH2:44]3)[N:43]=2)=[CH:37][CH:38]=1, predict the reactants needed to synthesize it. The reactants are: Cl[CH2:2][C:3]([NH:5][C:6]1[CH:11]=[CH:10][CH:9]=[CH:8][C:7]=1[O:12][CH3:13])=[O:4].ClC1C=CC(C2C(=S)NC3(CCCCC3)N=2)=CC=1.[Cl:32][C:33]1[CH:38]=[CH:37][C:36]([C:39]2[C:40](=[O:49])[NH:41][C:42]3([CH2:48][CH2:47][CH2:46][CH2:45][CH2:44]3)[N:43]=2)=[CH:35][CH:34]=1. (2) Given the product [CH2:9]([N:11]1[CH2:16][CH2:15][N:14]([C:17]2[CH:22]=[CH:21][N:20]=[C:19]3[NH:23][CH:24]=[C:25]([NH:26][C:37](=[O:45])[C:38]4[CH:43]=[CH:42][CH:41]=[N:40][CH:39]=4)[C:18]=23)[CH2:13][CH2:12]1)[C:8]1[CH:7]=[CH:2][CH:3]=[CH:4][CH:5]=1, predict the reactants needed to synthesize it. The reactants are: Cl[C:2]1[CH:7]=C[C:5]([C@@H:8](CNC(C)C)[C:9]([N:11]2[CH2:16][CH2:15][N:14]([C:17]3[CH:22]=[CH:21][N:20]=[C:19]4[NH:23][CH:24]=[C:25]([NH:26]C(=O)CCC)[C:18]=34)[CH2:13][CH2:12]2)=O)=[CH:4][CH:3]=1.[C:37]([OH:45])(=O)[C:38]1[CH:43]=[CH:42][CH:41]=[N:40][CH:39]=1.C(N(CC)CC)C.C([O-])([O-])=O.[Na+].[Na+].